Predict the product of the given reaction. From a dataset of Forward reaction prediction with 1.9M reactions from USPTO patents (1976-2016). (1) Given the reactants [NH2:1][C@@H:2]1[C:8](=[O:9])[N:7]2[C@H:3]1[S:4][C:5]([CH3:15])([CH3:14])[C@@H:6]2[C:10]([O:12][CH3:13])=[O:11].C(=O)([O-])[O-].[K+].[K+].[Cl:22][CH2:23][C:24](Cl)=[O:25], predict the reaction product. The product is: [Cl:22][CH2:23][C:24]([NH:1][C@@H:2]1[C:8](=[O:9])[N:7]2[C@H:3]1[S:4][C:5]([CH3:15])([CH3:14])[C@@H:6]2[C:10]([O:12][CH3:13])=[O:11])=[O:25]. (2) The product is: [CH3:15][C:10]1([C:8]2[S:9][C:5]([CH2:4][N:21]3[CH:20]=[C:19]([N+:16]([O-:18])=[O:17])[CH:23]=[N:22]3)=[CH:6][N:7]=2)[O:14][CH2:13][CH2:12][O:11]1. Given the reactants N#N.Cl[CH2:4][C:5]1[S:9][C:8]([C:10]2([CH3:15])[O:14][CH2:13][CH2:12][O:11]2)=[N:7][CH:6]=1.[N+:16]([C:19]1[CH:20]=[N:21][NH:22][CH:23]=1)([O-:18])=[O:17].C([O-])([O-])=O.[K+].[K+].[Br-], predict the reaction product. (3) The product is: [Cl:1][C:2]1[CH:11]=[C:10]2[C:5]([CH2:6][CH2:7][CH2:8][N:9]2[C:12]2[N:13]=[CH:14][N:15]=[C:16]([NH:28][C:29]3[CH:30]=[C:31]([NH:35][C:36](=[O:39])[CH:37]=[CH2:38])[CH:32]=[CH:33][CH:34]=3)[N:17]=2)=[CH:4][CH:3]=1. Given the reactants [Cl:1][C:2]1[CH:11]=[C:10]2[C:5]([CH2:6][CH2:7][CH2:8][N:9]2[C:12]2[N:17]=[C:16](Cl)[N:15]=[CH:14][N:13]=2)=[CH:4][CH:3]=1.CCN(C(C)C)C(C)C.[NH2:28][C:29]1[CH:30]=[C:31]([NH:35][C:36](=[O:39])[CH:37]=[CH2:38])[CH:32]=[CH:33][CH:34]=1, predict the reaction product.